Dataset: Peptide-MHC class II binding affinity with 134,281 pairs from IEDB. Task: Regression. Given a peptide amino acid sequence and an MHC pseudo amino acid sequence, predict their binding affinity value. This is MHC class II binding data. The peptide sequence is AYGSFVRTVSLPVGA. The MHC is DRB3_0202 with pseudo-sequence DRB3_0202. The binding affinity (normalized) is 0.826.